This data is from Reaction yield outcomes from USPTO patents with 853,638 reactions. The task is: Predict the reaction yield, written as a fraction of the theoretical maximum amount of product (1.0 means a 100% yield; for example, 0.34 means a 34% yield). (1) The reactants are [C:1]([C:5]1[CH:9]=[C:8]([CH2:10][NH2:11])[N:7]([C:12]2[CH:17]=[CH:16][CH:15]=[C:14]([Cl:18])[CH:13]=2)[N:6]=1)([CH3:4])([CH3:3])[CH3:2].[OH:19][CH2:20][CH:21]([C:24]1[CH:29]=[CH:28][C:27]([NH:30][C:31](=O)[O:32]C2C=CC=CC=2)=[CH:26][C:25]=1[F:40])[CH2:22][OH:23]. The catalyst is CC#N. The product is [C:1]([C:5]1[CH:9]=[C:8]([CH2:10][NH:11][C:31]([NH:30][C:27]2[CH:28]=[CH:29][C:24]([CH:21]([CH2:20][OH:19])[CH2:22][OH:23])=[C:25]([F:40])[CH:26]=2)=[O:32])[N:7]([C:12]2[CH:17]=[CH:16][CH:15]=[C:14]([Cl:18])[CH:13]=2)[N:6]=1)([CH3:4])([CH3:2])[CH3:3]. The yield is 0.880. (2) The reactants are [OH:1][N:2]1[C:10](=[O:11])[C:9]2[C:4](=[CH:5][CH:6]=[CH:7][CH:8]=2)[C:3]1=[O:12].C([O-])([O-])=O.[Cs+].[Cs+].Br[CH2:20][C:21]1[CH:26]=[CH:25][C:24](OC)=[CH:23][CH:22]=1. The catalyst is CS(C)=O. The product is [CH2:20]([O:1][N:2]1[C:10](=[O:11])[C:9]2[C:4](=[CH:5][CH:6]=[CH:7][CH:8]=2)[C:3]1=[O:12])[C:21]1[CH:26]=[CH:25][CH:24]=[CH:23][CH:22]=1. The yield is 0.490. (3) The reactants are [H-].[K+].Br[C:4]1[CH:13]=[CH:12][C:11]2[C:6](=[CH:7][CH:8]=[CH:9][CH:10]=2)[N:5]=1.C([Li])CCC.[C:19]([O:23][C:24]([N:26]1[CH2:31][CH2:30][CH2:29][CH2:28][CH:27]1[C:32](=[O:37])N(OC)C)=[O:25])([CH3:22])([CH3:21])[CH3:20]. The catalyst is C1COCC1. The product is [C:19]([O:23][C:24]([N:26]1[CH2:31][CH2:30][CH2:29][CH2:28][CH:27]1[C:32]([C:4]1[CH:13]=[CH:12][C:11]2[C:6](=[CH:7][CH:8]=[CH:9][CH:10]=2)[N:5]=1)=[O:37])=[O:25])([CH3:22])([CH3:21])[CH3:20]. The yield is 0.660. (4) The product is [CH3:9][C:7]1[NH:8][C:4]2[N:3]=[CH:2][S:1][C:5]=2[CH:6]=1. The catalyst is C(Cl)Cl. The yield is 0.940. The reactants are [S:1]1[C:5]2[CH:6]=[C:7]([CH2:9]O)[NH:8][C:4]=2[N:3]=[CH:2]1.[SiH](CC)(CC)CC.C(O)(C(F)(F)F)=O. (5) The reactants are C(O)(C(F)(F)F)=O.[CH3:8][O:9][C:10]([CH2:12][NH:13][C:14]1[N:19]=[CH:18][C:17](/[CH:20]=[CH:21]/[C:22]([O:24]C(C)(C)C)=[O:23])=[CH:16][CH:15]=1)=[O:11].C(Cl)[Cl:30]. No catalyst specified. The product is [ClH:30].[CH3:8][O:9][C:10]([CH2:12][NH:13][C:14]1[N:19]=[CH:18][C:17](/[CH:20]=[CH:21]/[C:22]([OH:24])=[O:23])=[CH:16][CH:15]=1)=[O:11]. The yield is 1.00. (6) The reactants are [OH:1][CH2:2][CH2:3][N:4]([CH:22]([CH3:24])[CH3:23])[C:5]([C:7]1[S:8][C:9]2[CH2:10][CH2:11][O:12][C:13]3[CH:20]=[CH:19][C:18](Br)=[CH:17][C:14]=3[C:15]=2[N:16]=1)=[O:6].[CH3:25][N:26]([C:34]1[CH:39]=[CH:38][C:37](B2OC(C)(C)C(C)(C)O2)=[CH:36][N:35]=1)C(=O)OC(C)(C)C. No catalyst specified. The product is [OH:1][CH2:2][CH2:3][N:4]([CH:22]([CH3:24])[CH3:23])[C:5]([C:7]1[S:8][C:9]2[CH2:10][CH2:11][O:12][C:13]3[CH:20]=[CH:19][C:18]([C:37]4[CH:36]=[N:35][C:34]([NH:26][CH3:25])=[CH:39][CH:38]=4)=[CH:17][C:14]=3[C:15]=2[N:16]=1)=[O:6]. The yield is 0.0250.